This data is from Forward reaction prediction with 1.9M reactions from USPTO patents (1976-2016). The task is: Predict the product of the given reaction. (1) Given the reactants [N+:1]([C:4]1[CH:12]=[CH:11][CH:10]=[C:9]2[C:5]=1[CH2:6][CH2:7][CH:8]2O)([O-:3])=[O:2].S(Cl)([Cl:16])=O, predict the reaction product. The product is: [Cl:16][CH:8]1[C:9]2[C:5](=[C:4]([N+:1]([O-:3])=[O:2])[CH:12]=[CH:11][CH:10]=2)[CH2:6][CH2:7]1. (2) Given the reactants [OH:1][C:2]1[C:3](=[O:10])[CH:4]=[C:5]([CH2:8][OH:9])[O:6][CH:7]=1.[CH2:11]1[CH2:16][O:15][CH:14]=[CH:13][CH2:12]1, predict the reaction product. The product is: [OH:1][C:2]1[C:3](=[O:10])[CH:4]=[C:5]([CH2:8][O:9][CH:14]2[CH2:13][CH2:12][CH2:11][CH2:16][O:15]2)[O:6][CH:7]=1. (3) Given the reactants [CH2:1]([O:3][C:4]([CH:6]1[C:14]2[N:13]=[CH:12][NH:11][C:10]=2[CH2:9][CH2:8][CH2:7]1)=[O:5])[CH3:2].C(N(CC)CC)C.[C:22]1([C:28](Cl)([C:35]2[CH:40]=[CH:39][CH:38]=[CH:37][CH:36]=2)[C:29]2[CH:34]=[CH:33][CH:32]=[CH:31][CH:30]=2)[CH:27]=[CH:26][CH:25]=[CH:24][CH:23]=1, predict the reaction product. The product is: [CH2:1]([O:3][C:4]([CH:6]1[C:14]2[N:13]=[CH:12][N:11]([C:28]([C:22]3[CH:27]=[CH:26][CH:25]=[CH:24][CH:23]=3)([C:35]3[CH:36]=[CH:37][CH:38]=[CH:39][CH:40]=3)[C:29]3[CH:30]=[CH:31][CH:32]=[CH:33][CH:34]=3)[C:10]=2[CH2:9][CH2:8][CH2:7]1)=[O:5])[CH3:2].